This data is from Forward reaction prediction with 1.9M reactions from USPTO patents (1976-2016). The task is: Predict the product of the given reaction. (1) Given the reactants [NH:1]1[CH2:7][CH2:6][CH2:5][C:4](=[O:8])[C:3]2[CH:9]=[CH:10][CH:11]=[CH:12][C:2]1=2.N1C=CC=CC=1.[CH:19]([O:22][C:23](Cl)=[O:24])([CH3:21])[CH3:20], predict the reaction product. The product is: [CH:19]([O:22][C:23]([N:1]1[CH2:7][CH2:6][CH2:5][C:4](=[O:8])[C:3]2[CH:9]=[CH:10][CH:11]=[CH:12][C:2]1=2)=[O:24])([CH3:21])[CH3:20]. (2) Given the reactants [C:1]([NH:5][C:6]1[C:15]2[C:10](=[CH:11][CH:12]=[C:13]([C:16]([OH:18])=O)[CH:14]=2)[CH:9]=[CH:8][N:7]=1)([CH3:4])([CH3:3])[CH3:2].Cl.[C:20]([N:24]1[CH:32]=[C:31]2[C:26]([C:27](=[O:38])[NH:28][C:29]3([CH2:37][CH2:36][NH:35][CH2:34][CH2:33]3)[CH2:30]2)=[N:25]1)([CH3:23])([CH3:22])[CH3:21].C(N(CC)CC)C.CCCP1(OP(CCC)(=O)OP(CCC)(=O)O1)=O, predict the reaction product. The product is: [C:20]([N:24]1[CH:32]=[C:31]2[C:26]([C:27](=[O:38])[NH:28][C:29]3([CH2:37][CH2:36][N:35]([C:16]([C:13]4[CH:14]=[C:15]5[C:10]([CH:9]=[CH:8][N:7]=[C:6]5[NH:5][C:1]([CH3:2])([CH3:3])[CH3:4])=[CH:11][CH:12]=4)=[O:18])[CH2:34][CH2:33]3)[CH2:30]2)=[N:25]1)([CH3:23])([CH3:21])[CH3:22]. (3) The product is: [CH3:53][O:52][C:48]1[CH:50]=[C:6]([CH2:7][CH2:8][CH3:9])[CH:5]=[CH:10][C:49]=1[C:34]([O:35][CH3:40])=[O:37]. Given the reactants CS(C)=O.[C:5]1(P([C:5]2[CH:10]=[CH:9][CH:8]=[CH:7][CH:6]=2)CCCP([C:5]2[CH:10]=[CH:9][CH:8]=[CH:7][CH:6]=2)[C:5]2[CH:10]=[CH:9][CH:8]=[CH:7][CH:6]=2)[CH:10]=[CH:9][CH:8]=[CH:7][CH:6]=1.[C:34](=[O:37])(O)[O-:35].[Na+].N1C(=O)NC(=O)N[C:40]1=S.[C:48]([O:52][CH3:53])(C)([CH3:50])[CH3:49], predict the reaction product. (4) Given the reactants C(OC(=O)[NH:7][C:8]1[CH:13]=[C:12]([Cl:14])[C:11]([C:15]([F:18])([F:17])[F:16])=[CH:10][C:9]=1[NH:19][C:20](=[O:36])[CH2:21][C:22](=O)[C:23]1[CH:28]=[CH:27][CH:26]=[C:25]([C:29]2[CH:30]=[N:31][CH:32]=[N:33][CH:34]=2)[CH:24]=1)(C)(C)C.C(O)(C(F)(F)F)=O, predict the reaction product. The product is: [Cl:14][C:12]1[C:11]([C:15]([F:18])([F:17])[F:16])=[CH:10][C:9]2[NH:19][C:20](=[O:36])[CH2:21][C:22]([C:23]3[CH:28]=[CH:27][CH:26]=[C:25]([C:29]4[CH:30]=[N:31][CH:32]=[N:33][CH:34]=4)[CH:24]=3)=[N:7][C:8]=2[CH:13]=1. (5) Given the reactants [O:1]=[C:2]1[CH2:7][CH2:6][CH:5]([CH:8]([CH2:14][CH3:15])[C:9]([O:11][CH2:12][CH3:13])=[O:10])[CH2:4][CH2:3]1.[BH4-].[Na+], predict the reaction product. The product is: [OH:1][C@H:2]1[CH2:3][CH2:4][C@H:5]([CH:8]([CH2:14][CH3:15])[C:9]([O:11][CH2:12][CH3:13])=[O:10])[CH2:6][CH2:7]1. (6) The product is: [C:11]([NH:10][C:7]1[C:6]([F:14])=[C:5](/[CH:15]=[CH:21]/[C:20]([O:19][CH2:17][CH3:18])=[O:30])[C:4]([Cl:3])=[CH:9][CH:8]=1)(=[O:13])[CH3:12]. Given the reactants [OH-].[Na+].[Cl:3][C:4]1[CH:9]=[CH:8][C:7]([NH:10][C:11](=[O:13])[CH3:12])=[C:6]([F:14])[C:5]=1[CH:15]=O.[CH2:17]([O:19][C:20](=[O:30])[CH2:21]P(OCC)(OCC)=O)[CH3:18], predict the reaction product. (7) Given the reactants [CH2:1]([C:4]1[CH:5]=[C:6]([CH2:12][C:13]#N)[CH:7]=[N:8][C:9]=1[CH2:10][CH3:11])[CH:2]=[CH2:3].Cl.[O:16]1CCOC[CH2:17]1.C([O-])(O)=[O:23].[Na+], predict the reaction product. The product is: [CH3:17][O:16][C:13](=[O:23])[CH2:12][C:6]1[CH:7]=[N:8][C:9]([CH2:10][CH3:11])=[C:4]([CH2:1][CH:2]=[CH2:3])[CH:5]=1. (8) Given the reactants [C:1]([O:5][C:6]([N:8]1[CH2:13][CH2:12][CH:11]([C:14]([OH:16])=O)[CH2:10][CH2:9]1)=[O:7])([CH3:4])([CH3:3])[CH3:2].[NH2:17][C:18]1[CH:23]=[CH:22][C:21]([C:24](=[O:26])[CH3:25])=[CH:20][CH:19]=1.[B-](F)(F)(F)F.CCOC(C(C#N)=NOC(N(C)C)=[N+](C)C)=O, predict the reaction product. The product is: [C:1]([O:5][C:6]([N:8]1[CH2:9][CH2:10][CH:11]([C:14](=[O:16])[NH:17][C:18]2[CH:23]=[CH:22][C:21]([C:24](=[O:26])[CH3:25])=[CH:20][CH:19]=2)[CH2:12][CH2:13]1)=[O:7])([CH3:2])([CH3:3])[CH3:4]. (9) The product is: [Cl:1][C:2]1[CH:15]=[CH:14][C:13]2[C:12]3[C:7](=[CH:8][C:9]([S:16]([CH3:19])(=[O:17])=[O:18])=[CH:10][CH:11]=3)[C:6](=[O:20])[C:5](=[O:25])[C:4]=2[CH:3]=1. Given the reactants [Cl:1][C:2]1[CH:15]=[CH:14][C:13]2[C:12]3[C:7](=[CH:8][C:9]([S:16]([CH3:19])(=[O:18])=[O:17])=[CH:10][CH:11]=3)[C:6]([OH:20])=[CH:5][C:4]=2[CH:3]=1.CN(C=[O:25])C, predict the reaction product. (10) Given the reactants [NH2:1][C:2]1[CH:7]=[C:6]([Cl:8])[CH:5]=[CH:4][C:3]=1[S:9][CH2:10][C:11]1[CH:19]=[CH:18][C:14]([C:15]([O-:17])=[O:16])=[CH:13][CH:12]=1.[Cl:20][C:21]1[CH:26]=[CH:25][C:24]([S:27](Cl)(=[O:29])=[O:28])=[CH:23][C:22]=1[C:31]([F:34])([F:33])[F:32].N1C=CC=C[CH:36]=1, predict the reaction product. The product is: [Cl:8][C:6]1[CH:5]=[CH:4][C:3]([S:9][CH2:10][C:11]2[CH:19]=[CH:18][C:14]([C:15]([O:17][CH3:36])=[O:16])=[CH:13][CH:12]=2)=[C:2]([NH:1][S:27]([C:24]2[CH:25]=[CH:26][C:21]([Cl:20])=[C:22]([C:31]([F:34])([F:33])[F:32])[CH:23]=2)(=[O:29])=[O:28])[CH:7]=1.